Dataset: NCI-60 drug combinations with 297,098 pairs across 59 cell lines. Task: Regression. Given two drug SMILES strings and cell line genomic features, predict the synergy score measuring deviation from expected non-interaction effect. (1) Cell line: SK-MEL-5. Drug 1: CCCS(=O)(=O)NC1=C(C(=C(C=C1)F)C(=O)C2=CNC3=C2C=C(C=N3)C4=CC=C(C=C4)Cl)F. Drug 2: CCCCCOC(=O)NC1=NC(=O)N(C=C1F)C2C(C(C(O2)C)O)O. Synergy scores: CSS=9.85, Synergy_ZIP=-0.429, Synergy_Bliss=-1.69, Synergy_Loewe=-27.3, Synergy_HSA=-6.35. (2) Drug 1: COCCOC1=C(C=C2C(=C1)C(=NC=N2)NC3=CC=CC(=C3)C#C)OCCOC.Cl. Drug 2: B(C(CC(C)C)NC(=O)C(CC1=CC=CC=C1)NC(=O)C2=NC=CN=C2)(O)O. Cell line: MALME-3M. Synergy scores: CSS=68.6, Synergy_ZIP=8.77, Synergy_Bliss=8.97, Synergy_Loewe=-23.5, Synergy_HSA=7.53. (3) Drug 1: C1CC(=O)NC(=O)C1N2CC3=C(C2=O)C=CC=C3N. Drug 2: C1=CC(=CC=C1CCC2=CNC3=C2C(=O)NC(=N3)N)C(=O)NC(CCC(=O)O)C(=O)O. Cell line: NCI/ADR-RES. Synergy scores: CSS=15.3, Synergy_ZIP=-5.46, Synergy_Bliss=-2.52, Synergy_Loewe=-2.77, Synergy_HSA=1.64. (4) Drug 1: CNC(=O)C1=CC=CC=C1SC2=CC3=C(C=C2)C(=NN3)C=CC4=CC=CC=N4. Drug 2: C(CCl)NC(=O)N(CCCl)N=O. Cell line: OVCAR-5. Synergy scores: CSS=-0.963, Synergy_ZIP=1.37, Synergy_Bliss=-0.220, Synergy_Loewe=-3.01, Synergy_HSA=-2.56.